The task is: Predict the product of the given reaction.. This data is from Forward reaction prediction with 1.9M reactions from USPTO patents (1976-2016). Given the reactants [F:1][C:2]1([F:18])[O:6][C:5]2[CH:7]=[CH:8][C:9]([O:14][CH2:15][O:16][CH3:17])=[C:10]([C:11]([OH:13])=[O:12])[C:4]=2[O:3]1.N([Si](C)(C)[CH3:23])=[N+]=[N-], predict the reaction product. The product is: [F:18][C:2]1([F:1])[O:6][C:5]2[CH:7]=[CH:8][C:9]([O:14][CH2:15][O:16][CH3:17])=[C:10]([C:11]([O:13][CH3:23])=[O:12])[C:4]=2[O:3]1.